This data is from Full USPTO retrosynthesis dataset with 1.9M reactions from patents (1976-2016). The task is: Predict the reactants needed to synthesize the given product. (1) Given the product [NH2:4][C:5]1[N:10]=[C:9]([S:11][CH2:12][C:13]2[CH:18]=[CH:17][CH:16]=[C:15]([CH2:19][CH2:20][C:21]([N:22]3[CH2:23][CH2:24][N:25]([CH2:28][CH:29]4[CH2:34][CH2:33][N:32]([CH2:49][CH2:50][OH:51])[CH2:31][CH2:30]4)[CH2:26][CH2:27]3)=[O:35])[N:14]=2)[N:8]=[C:7]([C:36]2[CH:37]=[CH:38][C:39]([NH:42][C:43](=[O:45])[CH3:44])=[CH:40][CH:41]=2)[C:6]=1[C:46]#[N:47], predict the reactants needed to synthesize it. The reactants are: Cl.Cl.Cl.[NH2:4][C:5]1[N:10]=[C:9]([S:11][CH2:12][C:13]2[CH:18]=[CH:17][CH:16]=[C:15]([CH2:19][CH2:20][C:21](=[O:35])[N:22]3[CH2:27][CH2:26][N:25]([CH2:28][CH:29]4[CH2:34][CH2:33][NH:32][CH2:31][CH2:30]4)[CH2:24][CH2:23]3)[N:14]=2)[N:8]=[C:7]([C:36]2[CH:41]=[CH:40][C:39]([NH:42][C:43](=[O:45])[CH3:44])=[CH:38][CH:37]=2)[C:6]=1[C:46]#[N:47].Cl[CH2:49][CH2:50][OH:51].C(=O)([O-])[O-].[K+].[K+].[I-].[Na+]. (2) Given the product [CH3:6][C:5]1[CH:4]=[CH:3][NH:9][C:8](=[O:15])[C:7]=1[C:10]#[N:11], predict the reactants needed to synthesize it. The reactants are: CO[CH:3](OC)[CH2:4][C:5](=[C:7]([C:10]#[N:11])[C:8]#[N:9])[CH3:6].C[O:15]/C=C/C(=C(C#N)C#N)C.S(=O)(=O)(O)O. (3) Given the product [NH2:7][C:8]1[CH:15]=[C:14]([NH:6][C:1]23[CH2:5][CH:3]([CH2:4]2)[CH2:2]3)[C:11]([C:12]#[N:13])=[CH:10][N:9]=1, predict the reactants needed to synthesize it. The reactants are: [C:1]12([NH2:6])[CH2:5][CH:3]([CH2:4]1)[CH2:2]2.[NH2:7][C:8]1[CH:15]=[C:14](F)[C:11]([C:12]#[N:13])=[CH:10][N:9]=1.C(N(C(C)C)CC)(C)C. (4) Given the product [Br:1][C:2]1[S:6][C:5]([C:7](=[O:13])[C:8]([OH:10])=[O:9])=[CH:4][CH:3]=1, predict the reactants needed to synthesize it. The reactants are: [Br:1][C:2]1[S:6][C:5]([C:7](=[O:13])[C:8]([O:10]CC)=[O:9])=[CH:4][CH:3]=1.[OH-].[Na+]. (5) Given the product [NH:5]1[CH2:6][CH2:7][CH2:8][C@H:4]1[CH2:3][CH2:2][NH:38][C:39]1[CH:44]=[CH:43][CH:42]=[CH:41][C:40]=1[S:45]([NH:48][C:49]1[CH:58]=[CH:57][C:56]2[CH2:55][CH2:54][CH2:53][CH2:52][C:51]=2[C:50]=1[C:59]([O:61][CH3:62])=[O:60])(=[O:47])=[O:46], predict the reactants needed to synthesize it. The reactants are: O[CH2:2][CH2:3][C@H:4]1[CH2:8][CH2:7][CH2:6][N:5]1C(OC(C)(C)C)=O.CC(OI1(OC(C)=O)(OC(C)=O)OC(=O)C2C=CC=CC1=2)=O.[NH2:38][C:39]1[CH:44]=[CH:43][CH:42]=[CH:41][C:40]=1[S:45]([NH:48][C:49]1[CH:58]=[CH:57][C:56]2[CH2:55][CH2:54][CH2:53][CH2:52][C:51]=2[C:50]=1[C:59]([O:61][CH3:62])=[O:60])(=[O:47])=[O:46].C([BH3-])#N. (6) Given the product [C:15]12([C:10]3[CH:9]=[C:8]([C:5]4[CH:4]=[CH:3][C:2]([I:1])=[CH:7][CH:6]=4)[CH:13]=[CH:12][C:11]=3[OH:14])[CH2:24][CH:19]3[CH2:20][CH:21]([CH2:23][CH:17]([CH2:18]3)[CH2:16]1)[CH2:22]2, predict the reactants needed to synthesize it. The reactants are: [I:1][C:2]1[CH:7]=[CH:6][C:5]([C:8]2[CH:13]=[CH:12][C:11]([OH:14])=[CH:10][CH:9]=2)=[CH:4][CH:3]=1.[C:15]12(O)[CH2:24][CH:19]3[CH2:20][CH:21]([CH2:23][CH:17]([CH2:18]3)[CH2:16]1)[CH2:22]2. (7) Given the product [C:25]([C:21]1[CH:20]=[C:19]([NH:18][C:16](=[O:17])[N:15]([CH2:14][C:11]2[CH:10]=[CH:9][C:8]([C:7]([NH:6][CH2:5][C@@H:4]([OH:42])[C:3]([OH:43])=[O:2])=[O:41])=[CH:13][CH:12]=2)[C:29]2[CH:34]=[CH:33][C:32]([CH:35]3[CH2:36][CH2:37][CH2:38][CH2:39][CH2:40]3)=[CH:31][CH:30]=2)[CH:24]=[CH:23][CH:22]=1)([CH3:28])([CH3:26])[CH3:27], predict the reactants needed to synthesize it. The reactants are: C[O:2][C:3](=[O:43])[C@H:4]([OH:42])[CH2:5][NH:6][C:7](=[O:41])[C:8]1[CH:13]=[CH:12][C:11]([CH2:14][N:15]([C:29]2[CH:34]=[CH:33][C:32]([CH:35]3[CH2:40][CH2:39][CH2:38][CH2:37][CH2:36]3)=[CH:31][CH:30]=2)[C:16]([NH:18][C:19]2[CH:24]=[CH:23][CH:22]=[C:21]([C:25]([CH3:28])([CH3:27])[CH3:26])[CH:20]=2)=[O:17])=[CH:10][CH:9]=1.[OH-].[Na+]. (8) Given the product [Cl:1][C:2]1[CH:7]=[CH:6][CH:5]=[C:4]([F:8])[C:3]=1[NH:9][C:10]1[N:14]([CH3:15])[C:13]2[C:16]3[CH2:17][C:18]([CH3:28])([CH3:27])[O:19][C:20]=3[C:21]([C:23]([OH:25])=[O:24])=[CH:22][C:12]=2[N:11]=1, predict the reactants needed to synthesize it. The reactants are: [Cl:1][C:2]1[CH:7]=[CH:6][CH:5]=[C:4]([F:8])[C:3]=1[NH:9][C:10]1[N:14]([CH3:15])[C:13]2[C:16]3[CH2:17][C:18]([CH3:28])([CH3:27])[O:19][C:20]=3[C:21]([C:23]([O:25]C)=[O:24])=[CH:22][C:12]=2[N:11]=1.[OH-].[Na+].